From a dataset of Forward reaction prediction with 1.9M reactions from USPTO patents (1976-2016). Predict the product of the given reaction. (1) Given the reactants [H-].[Na+].[Cl:3][C:4]1[CH:9]=[CH:8][C:7]([OH:10])=[CH:6][C:5]=1[F:11].[CH2:12]([O:14][C:15](=[O:18])[CH2:16]Br)[CH3:13], predict the reaction product. The product is: [Cl:3][C:4]1[CH:9]=[CH:8][C:7]([O:10][CH2:16][C:15]([O:14][CH2:12][CH3:13])=[O:18])=[CH:6][C:5]=1[F:11]. (2) Given the reactants [SH:1][CH2:2][CH2:3][C:4]([OH:6])=[O:5].[CH2:7]1[CH:12]([CH2:13][N:14]2[C:19](=[O:20])[CH:18]=[CH:17][C:15]2=[O:16])[CH2:11][CH2:10][CH:9]([C:21]([O:23][N:24]2[C:29](=[O:30])[CH2:28][CH2:27][C:25]2=[O:26])=[O:22])[CH2:8]1.C(N(CC)C(C)C)(C)C, predict the reaction product. The product is: [SH:1][CH2:2][CH2:3][C:4]([OH:6])=[O:5].[CH2:7]1[CH:12]([CH2:13][N:14]2[C:19](=[O:20])[CH:18]=[CH:17][C:15]2=[O:16])[CH2:11][CH2:10][CH:9]([C:21]([O:23][N:24]2[C:25](=[O:26])[CH2:27][CH2:28][C:29]2=[O:30])=[O:22])[CH2:8]1. (3) Given the reactants I[C:2]1[CH:3]=[C:4]([C:14]([O:16][CH2:17][C:18]2[CH:23]=[CH:22][CH:21]=[CH:20][CH:19]=2)=[O:15])[N:5]([C:7]([O:9][C:10]([CH3:13])([CH3:12])[CH3:11])=[O:8])[CH:6]=1.C(O[B:28]1[O:32][C:31]([CH3:34])([CH3:33])[C:30]([CH3:36])([CH3:35])[O:29]1)(C)C.C([Li])CCC.CCCCCC, predict the reaction product. The product is: [CH3:35][C:30]1([CH3:36])[C:31]([CH3:34])([CH3:33])[O:32][B:28]([C:2]2[CH:3]=[C:4]([C:14]([O:16][CH2:17][C:18]3[CH:23]=[CH:22][CH:21]=[CH:20][CH:19]=3)=[O:15])[N:5]([C:7]([O:9][C:10]([CH3:13])([CH3:12])[CH3:11])=[O:8])[CH:6]=2)[O:29]1. (4) Given the reactants [CH2:1]([NH:5][C:6]1[N:14]=[C:13]2[C:9]([N:10]=[C:11]([O:24]C)[N:12]2[CH2:15][CH2:16][CH2:17][CH:18]2[CH2:23][CH2:22][O:21][CH2:20][CH2:19]2)=[C:8]([NH2:26])[N:7]=1)[CH2:2][CH2:3][CH3:4].Cl.O1CCOCC1, predict the reaction product. The product is: [NH2:26][C:8]1[N:7]=[C:6]([NH:5][CH2:1][CH2:2][CH2:3][CH3:4])[N:14]=[C:13]2[C:9]=1[NH:10][C:11](=[O:24])[N:12]2[CH2:15][CH2:16][CH2:17][CH:18]1[CH2:19][CH2:20][O:21][CH2:22][CH2:23]1. (5) Given the reactants C(OC(=O)[NH:7][C@H:8]1[CH2:13][CH2:12][CH2:11][CH2:10][C@@H:9]1[CH:14]=O)(C)(C)C.[ClH:17].[CH2:18]([O:20][CH2:21][C@H:22]1[CH2:27][CH2:26][CH2:25][NH:24][CH2:23]1)[CH3:19].[BH-](OC(C)=O)(OC(C)=O)OC(C)=O.[Na+].[OH-].[Na+].Cl.O1CCOCC1, predict the reaction product. The product is: [ClH:17].[CH2:18]([O:20][CH2:21][C@H:22]1[CH2:27][CH2:26][CH2:25][N:24]([CH2:14][C@H:9]2[CH2:10][CH2:11][CH2:12][CH2:13][C@@H:8]2[NH2:7])[CH2:23]1)[CH3:19].